From a dataset of Reaction yield outcomes from USPTO patents with 853,638 reactions. Predict the reaction yield, written as a fraction of the theoretical maximum amount of product (1.0 means a 100% yield; for example, 0.34 means a 34% yield). The reactants are [C:1]1([S:7]([NH:10][CH2:11][C:12]2[CH:13]=[C:14]([CH:18]=[CH:19][CH:20]=2)[C:15]([OH:17])=O)(=[O:9])=[O:8])[CH:6]=[CH:5][CH:4]=[CH:3][CH:2]=1.C(Cl)(=O)C(Cl)=O.[NH2:27][C:28]1[CH:29]=[N:30][CH:31]=[CH:32][CH:33]=1. No catalyst specified. The product is [C:1]1([S:7]([NH:10][CH2:11][C:12]2[CH:13]=[C:14]([CH:18]=[CH:19][CH:20]=2)[C:15]([NH:27][C:28]2[CH:29]=[N:30][CH:31]=[CH:32][CH:33]=2)=[O:17])(=[O:8])=[O:9])[CH:2]=[CH:3][CH:4]=[CH:5][CH:6]=1. The yield is 0.760.